Task: Regression. Given a peptide amino acid sequence and an MHC pseudo amino acid sequence, predict their binding affinity value. This is MHC class I binding data.. Dataset: Peptide-MHC class I binding affinity with 185,985 pairs from IEDB/IMGT (1) The peptide sequence is VIPFDDIVRT. The MHC is HLA-A02:03 with pseudo-sequence HLA-A02:03. The binding affinity (normalized) is 0. (2) The peptide sequence is NPHNTAESRL. The MHC is Patr-A0701 with pseudo-sequence Patr-A0701. The binding affinity (normalized) is 0.